The task is: Predict which catalyst facilitates the given reaction.. This data is from Catalyst prediction with 721,799 reactions and 888 catalyst types from USPTO. (1) Reactant: [C:1]([CH2:3][P:4](=[O:11])([O:8][CH2:9][CH3:10])[O:5][CH2:6][CH3:7])#[N:2].[NH2:12][OH:13].Cl.C([O-])([O-])=O.[Na+].[Na+]. Product: [NH2:2][C:1](=[N:12][OH:13])[CH2:3][P:4](=[O:11])([O:8][CH2:9][CH3:10])[O:5][CH2:6][CH3:7]. The catalyst class is: 88. (2) Reactant: [F:1][C:2]([F:8])([F:7])[C:3]([NH2:6])([CH3:5])[CH3:4].CCN(C(C)C)C(C)C.[Br:18][C:19]1[CH:24]=[CH:23][C:22]([S:25](Cl)(=[O:27])=[O:26])=[CH:21][CH:20]=1. Product: [Br:18][C:19]1[CH:24]=[CH:23][C:22]([S:25]([NH:6][C:3]([CH3:5])([CH3:4])[C:2]([F:8])([F:7])[F:1])(=[O:27])=[O:26])=[CH:21][CH:20]=1. The catalyst class is: 2. (3) Reactant: [Br:1][C:2]1[CH:7]=[CH:6][CH:5]=[CH:4][C:3]=1[OH:8].C1(P(C2C=CC=CC=2)C2C=CC=CC=2)C=CC=CC=1.[F:28][C:29]1[CH:37]=[CH:36][C:32]([CH2:33][CH2:34]O)=[CH:31][CH:30]=1.N(C(OC(C)C)=O)=NC(OC(C)C)=O. Product: [F:28][C:29]1[CH:37]=[CH:36][C:32]([CH2:33][CH2:34][O:8][C:3]2[CH:4]=[CH:5][CH:6]=[CH:7][C:2]=2[Br:1])=[CH:31][CH:30]=1. The catalyst class is: 7. (4) Reactant: [OH:1][CH2:2][CH2:3][N:4]1[CH2:9][CH2:8][C@@H:7]([NH:10][C:11](=[O:17])[O:12][C:13]([CH3:16])([CH3:15])[CH3:14])[C@@H:6]([O:18][CH3:19])[CH2:5]1.C(N(CC)CC)C.[CH3:27][S:28](Cl)(=[O:30])=[O:29]. Product: [CH3:27][S:28]([O:1][CH2:2][CH2:3][N:4]1[CH2:9][CH2:8][C@@H:7]([NH:10][C:11]([O:12][C:13]([CH3:14])([CH3:15])[CH3:16])=[O:17])[C@@H:6]([O:18][CH3:19])[CH2:5]1)(=[O:30])=[O:29]. The catalyst class is: 4. (5) Reactant: [CH2:1]([O:3][C:4]([C:6]1([CH:19]([C:24]2[CH:25]=[N:26][CH:27]=[CH:28][CH:29]=2)[CH2:20][N+:21]([O-])=O)[CH2:11][CH2:10][CH2:9][N:8]([C:12]([O:14][C:15]([CH3:18])([CH3:17])[CH3:16])=[O:13])[CH2:7]1)=[O:5])[CH3:2].[BH4-].[Na+]. Product: [CH2:1]([O:3][C:4]([C:6]1([CH:19]([C:24]2[CH:25]=[N:26][CH:27]=[CH:28][CH:29]=2)[CH2:20][NH2:21])[CH2:11][CH2:10][CH2:9][N:8]([C:12]([O:14][C:15]([CH3:18])([CH3:16])[CH3:17])=[O:13])[CH2:7]1)=[O:5])[CH3:2]. The catalyst class is: 652.